From a dataset of Reaction yield outcomes from USPTO patents with 853,638 reactions. Predict the reaction yield, written as a fraction of the theoretical maximum amount of product (1.0 means a 100% yield; for example, 0.34 means a 34% yield). (1) The reactants are [Cl:1][C:2]1[N:7]=[C:6]([NH:8][CH3:9])[N:5]=[C:4]([N:10]2[CH2:15][CH2:14][CH:13]([C:16]([OH:18])=O)[CH2:12][CH2:11]2)[N:3]=1.[F:19][C:20]([F:30])([F:29])[C:21]1[CH:26]=[CH:25][CH:24]=[CH:23][C:22]=1[CH2:27][NH2:28].CCN=C=NCCCN(C)C.C1C=CC2N(O)N=NC=2C=1.C(N(C(C)C)CC)(C)C. The catalyst is CN(C=O)C. The product is [Cl:1][C:2]1[N:7]=[C:6]([NH:8][CH3:9])[N:5]=[C:4]([N:10]2[CH2:11][CH2:12][CH:13]([C:16]([NH:28][CH2:27][C:22]3[CH:23]=[CH:24][CH:25]=[CH:26][C:21]=3[C:20]([F:19])([F:29])[F:30])=[O:18])[CH2:14][CH2:15]2)[N:3]=1. The yield is 0.880. (2) No catalyst specified. The reactants are S(=O)(=O)(O)[OH:2].N1([CH:12]2[O:16][C:15](=[O:17])[CH:14]=[C:13]2[CH:18]=[C:19]([CH3:21])[CH3:20])CCN([CH:12]2[O:16][C:15](=[O:17])[CH:14]=[C:13]2[CH:18]=[C:19]([CH3:21])[CH3:20])CC1. The product is [OH:2][CH:12]1[O:16][C:15](=[O:17])[CH:14]=[C:13]1[CH:18]=[C:19]([CH3:21])[CH3:20]. The yield is 0.810.